This data is from Peptide-MHC class II binding affinity with 134,281 pairs from IEDB. The task is: Regression. Given a peptide amino acid sequence and an MHC pseudo amino acid sequence, predict their binding affinity value. This is MHC class II binding data. (1) The peptide sequence is QEIDPLSYNYIPVNSN. The MHC is DRB1_1201 with pseudo-sequence DRB1_1201. The binding affinity (normalized) is 0. (2) The peptide sequence is NAGFKAALAAAAGVP. The MHC is HLA-DQA10102-DQB10502 with pseudo-sequence HLA-DQA10102-DQB10502. The binding affinity (normalized) is 0.533. (3) The peptide sequence is VVARMALDPAVAAAT. The MHC is H-2-IAd with pseudo-sequence H-2-IAd. The binding affinity (normalized) is 0.635. (4) The peptide sequence is FDPYGATIKATPESA. The MHC is HLA-DQA10401-DQB10402 with pseudo-sequence HLA-DQA10401-DQB10402. The binding affinity (normalized) is 0.553. (5) The MHC is DRB1_1302 with pseudo-sequence DRB1_1302. The binding affinity (normalized) is 0.163. The peptide sequence is TKPEACSGEPVVVHI. (6) The peptide sequence is MTLLCLIPTAMAFHL. The MHC is DRB1_0101 with pseudo-sequence DRB1_0101. The binding affinity (normalized) is 0.692. (7) The peptide sequence is DLLIEALSAMMLDRL. The MHC is DRB1_1101 with pseudo-sequence DRB1_1101. The binding affinity (normalized) is 0.466. (8) The peptide sequence is TYDKGILTVSVAVSE. The MHC is DRB1_1101 with pseudo-sequence DRB1_1101. The binding affinity (normalized) is 0.280.